Dataset: CYP2C9 inhibition data for predicting drug metabolism from PubChem BioAssay. Task: Regression/Classification. Given a drug SMILES string, predict its absorption, distribution, metabolism, or excretion properties. Task type varies by dataset: regression for continuous measurements (e.g., permeability, clearance, half-life) or binary classification for categorical outcomes (e.g., BBB penetration, CYP inhibition). Dataset: cyp2c9_veith. (1) The molecule is Cc1ccc2nc(C(C)O)[nH]c2c1. The result is 0 (non-inhibitor). (2) The result is 0 (non-inhibitor). The molecule is Cc1cc(CNC(=O)[C@H]2C[C@@H]2[C@H](NP(=O)(c2ccccc2)c2ccccc2)c2ccccc2)nn1C. (3) The molecule is FC(F)(F)c1cc(CO[C@H]2CCCN[C@H]2c2ccccc2)cc(C(F)(F)F)c1. The result is 1 (inhibitor).